This data is from Forward reaction prediction with 1.9M reactions from USPTO patents (1976-2016). The task is: Predict the product of the given reaction. (1) Given the reactants C(ON[C:10]([C@H:12]1[C@@H:17]([OH:18])[C@H:16]([OH:19])[C@@H:15]([OH:20])[CH2:14][N:13]1[S:21]([C:24]1[CH:29]=[CH:28][C:27]([O:30][CH3:31])=[CH:26][CH:25]=1)(=[O:23])=[O:22])=[O:11])C1C=CC=CC=1.C[OH:33], predict the reaction product. The product is: [OH:18][C@H:17]1[C@H:16]([OH:19])[C@@H:15]([OH:20])[CH2:14][N:13]([S:21]([C:24]2[CH:29]=[CH:28][C:27]([O:30][CH3:31])=[CH:26][CH:25]=2)(=[O:23])=[O:22])[C@H:12]1[C:10]([OH:33])=[O:11]. (2) Given the reactants [CH3:1][C:2]1[CH:12]=[CH:11][CH:10]=[CH:9][C:3]=1[O:4][CH2:5][C:6]([OH:8])=O.[NH2:13][C:14]1[CH:19]=[CH:18][C:17]([N:20]2[C:26](=[O:27])[CH2:25][C:24](=[O:28])[NH:23][C:22]3[C:29]4[C:34]([CH:35]=[CH:36][C:21]2=3)=[CH:33][CH:32]=[CH:31][CH:30]=4)=[CH:16][CH:15]=1.CC1C=CC=CC=1OCC(Cl)=O, predict the reaction product. The product is: [CH3:1][C:2]1[CH:12]=[CH:11][CH:10]=[CH:9][C:3]=1[O:4][CH2:5][C:6]([NH:13][C:14]1[CH:19]=[CH:18][C:17]([N:20]2[C:26](=[O:27])[CH2:25][C:24](=[O:28])[NH:23][C:22]3[C:29]4[C:34]([CH:35]=[CH:36][C:21]2=3)=[CH:33][CH:32]=[CH:31][CH:30]=4)=[CH:16][CH:15]=1)=[O:8].